From a dataset of Forward reaction prediction with 1.9M reactions from USPTO patents (1976-2016). Predict the product of the given reaction. (1) Given the reactants [CH3:13][C:12]([O:11][C:9](O[C:9]([O:11][C:12]([CH3:15])([CH3:14])[CH3:13])=[O:10])=[O:10])([CH3:15])[CH3:14].[OH-].[Na+].O.[NH2:19][CH2:20][CH2:21][CH2:22][CH2:23][CH2:24][CH2:25][CH2:26][CH2:27][CH2:28][CH2:29][CH2:30][C:31]([OH:33])=[O:32], predict the reaction product. The product is: [NH2:19][CH2:20][CH2:21][CH2:22][CH2:23][CH2:24][CH2:25][CH2:26][CH2:27][CH2:28][CH2:29][CH:30]([C:9]([O:11][C:12]([CH3:13])([CH3:14])[CH3:15])=[O:10])[C:31]([OH:33])=[O:32]. (2) Given the reactants N#N.[CH3:3][C:4]1[O:5][C:6]([C:12]2[CH:13]=[C:14]([CH3:18])[CH:15]=[CH:16][CH:17]=2)=[C:7]([C:9](O)=[O:10])[N:8]=1.CN(C=O)C.C(Cl)(=O)C([Cl:27])=O, predict the reaction product. The product is: [CH3:3][C:4]1[O:5][C:6]([C:12]2[CH:13]=[C:14]([CH3:18])[CH:15]=[CH:16][CH:17]=2)=[C:7]([C:9]([Cl:27])=[O:10])[N:8]=1. (3) Given the reactants [Cl:1][C:2]1[CH:3]=[CH:4][C:5]2[C:15]3[C:10](=[C:11]([NH2:16])[N:12]=[CH:13][CH:14]=3)[CH2:9][O:8][C:6]=2[CH:7]=1.[C:17](Cl)(=[O:19])[CH3:18], predict the reaction product. The product is: [Cl:1][C:2]1[CH:3]=[CH:4][C:5]2[C:15]3[C:10](=[C:11]([NH:16][C:17](=[O:19])[CH3:18])[N:12]=[CH:13][CH:14]=3)[CH2:9][O:8][C:6]=2[CH:7]=1. (4) Given the reactants C(O)(=O)C=C.SCCC(O)=O.[S:12]([O-:15])([O-:14])=[O:13].[Na+:16].[Na+:17].[Na][Na].[OH:20][CH:21](S([O-])=O)[C:22]([OH:24])=[O:23].OO.[OH-].[Na+], predict the reaction product. The product is: [Na:16][Na:17].[OH:20][CH:21]([S:12]([O-:15])(=[O:14])=[O:13])[C:22]([OH:24])=[O:23]. (5) Given the reactants Cl.[Cl:2][C:3]1[NH:7][C:6]([C:8]2[CH:13]=[CH:12][C:11]([NH:14][C:15](=[O:57])[C@@H:16]([NH:39][C:40]([C@H:42]3[CH2:47][CH2:46][C@H:45]([CH2:48][NH:49]C(=O)OC(C)(C)C)[CH2:44][CH2:43]3)=[O:41])[CH2:17][C:18]3[CH:19]=[C:20]([C:24]4[CH:29]=[CH:28][C:27]([C:30]([N:32]5[CH2:37][CH2:36][N:35]([CH3:38])[CH2:34][CH2:33]5)=[O:31])=[CH:26][CH:25]=4)[CH:21]=[CH:22][CH:23]=3)=[CH:10][CH:9]=2)=[N:5][N:4]=1.C(#N)C, predict the reaction product. The product is: [ClH:2].[NH2:49][CH2:48][C@H:45]1[CH2:46][CH2:47][C@H:42]([C:40]([NH:39][C@@H:16]([CH2:17][C:18]2[CH:19]=[C:20]([C:24]3[CH:25]=[CH:26][C:27]([C:30]([N:32]4[CH2:37][CH2:36][N:35]([CH3:38])[CH2:34][CH2:33]4)=[O:31])=[CH:28][CH:29]=3)[CH:21]=[CH:22][CH:23]=2)[C:15]([NH:14][C:11]2[CH:10]=[CH:9][C:8]([C:6]3[NH:7][C:3]([Cl:2])=[N:4][N:5]=3)=[CH:13][CH:12]=2)=[O:57])=[O:41])[CH2:43][CH2:44]1. (6) Given the reactants [F:1][C:2]1[CH:3]=[CH:4][C:5]([N+:9]([O-:11])=[O:10])=[C:6]([OH:8])[CH:7]=1.[CH:12](I)([CH3:14])[CH3:13].C(=O)([O-])[O-].[K+].[K+], predict the reaction product. The product is: [F:1][C:2]1[CH:3]=[CH:4][C:5]([N+:9]([O-:11])=[O:10])=[C:6]([O:8][CH:12]([CH3:14])[CH3:13])[CH:7]=1. (7) Given the reactants C(O[C:4]([C:6]1([CH2:13][CH2:14]OC)[CH2:11][CH2:10][NH:9][C:8](=[O:12])[CH2:7]1)=[O:5])C.[F:17][C:18]([F:28])([F:27])[CH2:19][C:20]1[CH:26]=[CH:25][C:23]([NH2:24])=[CH:22][CH:21]=1, predict the reaction product. The product is: [F:17][C:18]([F:27])([F:28])[CH2:19][C:20]1[CH:26]=[CH:25][C:23]([N:24]2[CH2:14][CH2:13][C:6]3([CH2:11][CH2:10][NH:9][C:8](=[O:12])[CH2:7]3)[C:4]2=[O:5])=[CH:22][CH:21]=1.